From a dataset of Forward reaction prediction with 1.9M reactions from USPTO patents (1976-2016). Predict the product of the given reaction. (1) Given the reactants Cl[C:2]1[CH:28]=[CH:27][C:5]([C:6]([NH:8][C:9]2[CH:14]=[CH:13][C:12]([O:15][CH3:16])=[C:11]([NH:17][C:18](=[O:26])[CH2:19][N:20]3[CH2:25][CH2:24][O:23][CH2:22][CH2:21]3)[CH:10]=2)=[O:7])=[CH:4][N:3]=1.[C:29]1(B(O)O)[CH:34]=[CH:33][CH:32]=[CH:31][CH:30]=1.C(=O)([O-])[O-].[K+].[K+], predict the reaction product. The product is: [CH3:16][O:15][C:12]1[CH:13]=[CH:14][C:9]([NH:8][C:6](=[O:7])[C:5]2[CH:27]=[CH:28][C:2]([C:29]3[CH:34]=[CH:33][CH:32]=[CH:31][CH:30]=3)=[N:3][CH:4]=2)=[CH:10][C:11]=1[NH:17][C:18](=[O:26])[CH2:19][N:20]1[CH2:25][CH2:24][O:23][CH2:22][CH2:21]1. (2) Given the reactants [NH2:1][C:2]1[C:7]([NH2:8])=[C:6]([C:9]2[CH:14]=[CH:13][C:12]([CH2:15][NH:16][C:17](=[O:23])[O:18][C:19]([CH3:22])([CH3:21])[CH3:20])=[C:11]([F:24])[CH:10]=2)[CH:5]=[CH:4][N:3]=1.[N:25]1([CH2:31][C:32]2[CH:33]=[CH:34][C:35]([CH:38]=O)=[N:36][CH:37]=2)[CH2:30][CH2:29][O:28][CH2:27][CH2:26]1, predict the reaction product. The product is: [F:24][C:11]1[CH:10]=[C:9]([C:6]2[CH:5]=[CH:4][N:3]=[C:2]3[N:1]=[C:38]([C:35]4[CH:34]=[CH:33][C:32]([CH2:31][N:25]5[CH2:30][CH2:29][O:28][CH2:27][CH2:26]5)=[CH:37][N:36]=4)[NH:8][C:7]=23)[CH:14]=[CH:13][C:12]=1[CH2:15][NH:16][C:17](=[O:23])[O:18][C:19]([CH3:20])([CH3:21])[CH3:22]. (3) Given the reactants C(=O)([O-])[O-].[K+].[K+].Br[C:8]1[CH:9]=[C:10]([C:13]2[N:14]([CH2:25][C:26]3[CH:31]=[CH:30][C:29]([F:32])=[CH:28][C:27]=3[F:33])[C:15](=[O:24])[C:16]3[C:21]([CH:22]=2)=[CH:20][CH:19]=[CH:18][C:17]=3[Cl:23])[O:11][CH:12]=1.[CH2:34]([S:36][C:37]1[CH:38]=[C:39](B2OC(C)(C)C(C)(C)O2)[CH:40]=[C:41]([C:43]([F:46])([F:45])[F:44])[CH:42]=1)[CH3:35].O, predict the reaction product. The product is: [Cl:23][C:17]1[CH:18]=[CH:19][CH:20]=[C:21]2[C:16]=1[C:15](=[O:24])[N:14]([CH2:25][C:26]1[CH:31]=[CH:30][C:29]([F:32])=[CH:28][C:27]=1[F:33])[C:13]([C:10]1[O:11][CH:12]=[C:8]([C:39]3[CH:40]=[C:41]([C:43]([F:45])([F:44])[F:46])[CH:42]=[C:37]([S:36][CH2:34][CH3:35])[CH:38]=3)[CH:9]=1)=[CH:22]2.